From a dataset of Full USPTO retrosynthesis dataset with 1.9M reactions from patents (1976-2016). Predict the reactants needed to synthesize the given product. Given the product [CH3:14][C:5]1[CH:10]=[CH:9][C:8]([C:11]([NH:3][C:2](=[S:1])[NH:18][C:17]2[CH:19]=[CH:20][C:21]([F:24])=[C:22]([F:23])[C:16]=2[F:15])=[O:12])=[CH:7][CH:6]=1, predict the reactants needed to synthesize it. The reactants are: [S-:1][C:2]#[N:3].[NH4+].[C:5]1([CH3:14])[CH:10]=[CH:9][C:8]([C:11](Cl)=[O:12])=[CH:7][CH:6]=1.[F:15][C:16]1[C:22]([F:23])=[C:21]([F:24])[CH:20]=[CH:19][C:17]=1[NH2:18].